From a dataset of NCI-60 drug combinations with 297,098 pairs across 59 cell lines. Regression. Given two drug SMILES strings and cell line genomic features, predict the synergy score measuring deviation from expected non-interaction effect. (1) Drug 1: CC1=C(C=C(C=C1)NC2=NC=CC(=N2)N(C)C3=CC4=NN(C(=C4C=C3)C)C)S(=O)(=O)N.Cl. Drug 2: COC1=CC(=CC(=C1O)OC)C2C3C(COC3=O)C(C4=CC5=C(C=C24)OCO5)OC6C(C(C7C(O6)COC(O7)C8=CC=CS8)O)O. Cell line: SK-MEL-28. Synergy scores: CSS=-2.86, Synergy_ZIP=-4.19, Synergy_Bliss=-5.07, Synergy_Loewe=-28.7, Synergy_HSA=-7.59. (2) Drug 1: CN1C(=O)N2C=NC(=C2N=N1)C(=O)N. Drug 2: C1CC(=O)NC(=O)C1N2C(=O)C3=CC=CC=C3C2=O. Cell line: HL-60(TB). Synergy scores: CSS=7.11, Synergy_ZIP=-3.92, Synergy_Bliss=-6.51, Synergy_Loewe=-11.3, Synergy_HSA=-7.71. (3) Drug 1: C1=CC=C(C=C1)NC(=O)CCCCCCC(=O)NO. Drug 2: C(=O)(N)NO. Cell line: HCT116. Synergy scores: CSS=22.5, Synergy_ZIP=0.635, Synergy_Bliss=-0.156, Synergy_Loewe=-45.2, Synergy_HSA=-3.83.